This data is from Catalyst prediction with 721,799 reactions and 888 catalyst types from USPTO. The task is: Predict which catalyst facilitates the given reaction. (1) Reactant: [NH2:1][C:2]1[N:7]=[CH:6][C:5]([C:8]([OH:10])=O)=[CH:4][C:3]=1[O:11][C@@H:12]1[C:16]([F:18])([F:17])[CH2:15][N:14]([C:19](=[O:32])[CH2:20][C:21]2[CH:26]=[CH:25][C:24]([O:27][C:28]([F:31])([F:30])[F:29])=[CH:23][CH:22]=2)[CH2:13]1.Cl.CN.[CH2:36]([N:38](CC)CC)C.CN(C(ON1N=NC2C=CC=NC1=2)=[N+](C)C)C.F[P-](F)(F)(F)(F)F. Product: [NH2:1][C:2]1[N:7]=[CH:6][C:5]([C:8]([NH:38][CH3:36])=[O:10])=[CH:4][C:3]=1[O:11][C@@H:12]1[C:16]([F:18])([F:17])[CH2:15][N:14]([C:19](=[O:32])[CH2:20][C:21]2[CH:22]=[CH:23][C:24]([O:27][C:28]([F:30])([F:29])[F:31])=[CH:25][CH:26]=2)[CH2:13]1. The catalyst class is: 18. (2) Reactant: [NH2:1][C:2]1[C:3]([NH:8][C:9](=O)[C:10]([C@@H:13]2[C:26]3[C:21](=[N:22][C:23]([C:27]4[CH:32]=[CH:31][C:30]([C:33]5[N:37]([CH3:38])[N:36]=[N:35][N:34]=5)=[CH:29][CH:28]=4)=[CH:24][CH:25]=3)[O:20][C:19]3[C:14]2=[CH:15][CH:16]=[CH:17][C:18]=3[F:39])([CH3:12])[CH3:11])=[N:4][CH:5]=[CH:6][N:7]=1. Product: [NH:1]1[C:2]2=[N:7][CH:6]=[CH:5][N:4]=[C:3]2[N:8]=[C:9]1[C:10]([C@@H:13]1[C:26]2[C:21](=[N:22][C:23]([C:27]3[CH:32]=[CH:31][C:30]([C:33]4[N:37]([CH3:38])[N:36]=[N:35][N:34]=4)=[CH:29][CH:28]=3)=[CH:24][CH:25]=2)[O:20][C:19]2[C:14]1=[CH:15][CH:16]=[CH:17][C:18]=2[F:39])([CH3:12])[CH3:11]. The catalyst class is: 52. (3) Reactant: [Cl:1][C:2]1[CH:3]=[N:4][CH:5]=[C:6]([Cl:40])[C:7]=1[CH:8]([OH:39])[CH2:9][N:10]([CH2:34][C:35]([CH3:38])([CH3:37])[CH3:36])[C:11]([C:13]1[CH:14]=[N:15][N:16]([C@H:22]2[CH2:27][CH2:26][C@H:25]([C:28]([O:30][CH2:31][CH3:32])=[O:29])[C@@H:24]([CH3:33])[CH2:23]2)[C:17]=1[C:18]([F:21])([F:20])[F:19])=[O:12].CC(OI1(OC(C)=O)(OC(C)=O)OC(=O)C2C=CC=CC1=2)=O. Product: [Cl:1][C:2]1[CH:3]=[N:4][CH:5]=[C:6]([Cl:40])[C:7]=1[C:8](=[O:39])[CH2:9][N:10]([CH2:34][C:35]([CH3:38])([CH3:37])[CH3:36])[C:11]([C:13]1[CH:14]=[N:15][N:16]([C@H:22]2[CH2:27][CH2:26][C@H:25]([C:28]([O:30][CH2:31][CH3:32])=[O:29])[C@@H:24]([CH3:33])[CH2:23]2)[C:17]=1[C:18]([F:20])([F:21])[F:19])=[O:12]. The catalyst class is: 2. (4) Reactant: [CH3:1][O:2][C:3]1[CH:8]=[CH:7][CH:6]=[CH:5][C:4]=1[CH:9]=[CH:10][CH:11]=[CH:12][C:13]([O:15][CH2:16][CH3:17])=[O:14].[H][H]. Product: [CH3:1][O:2][C:3]1[CH:8]=[CH:7][CH:6]=[CH:5][C:4]=1[CH2:9][CH2:10][CH2:11][CH2:12][C:13]([O:15][CH2:16][CH3:17])=[O:14]. The catalyst class is: 63. (5) Reactant: [NH2:1][C:2]1[N:3]([CH3:24])[C:4](=[O:23])[C:5]2([C:15]3[C:10](=[CH:11][CH:12]=[C:13](Br)[CH:14]=3)[O:9][CH:8]([C:17]3[CH:22]=[CH:21][CH:20]=[CH:19][CH:18]=3)[CH2:7]2)[N:6]=1.[C:25]1(B(O)O)[CH:30]=[CH:29][CH:28]=[CH:27][CH:26]=1. Product: [NH2:1][C:2]1[N:3]([CH3:24])[C:4](=[O:23])[C:5]2([C:15]3[C:10](=[CH:11][CH:12]=[C:13]([C:25]4[CH:30]=[CH:29][CH:28]=[CH:27][CH:26]=4)[CH:14]=3)[O:9][CH:8]([C:17]3[CH:22]=[CH:21][CH:20]=[CH:19][CH:18]=3)[CH2:7]2)[N:6]=1. The catalyst class is: 806.